Dataset: Forward reaction prediction with 1.9M reactions from USPTO patents (1976-2016). Task: Predict the product of the given reaction. Given the reactants [NH2:1][C:2]1[C:10]([Br:11])=[C:9]([CH3:12])[CH:8]=[CH:7][C:3]=1[C:4](O)=[O:5].[NH2:13][C:14](N)=[O:15], predict the reaction product. The product is: [Br:11][C:10]1[C:9]([CH3:12])=[CH:8][CH:7]=[C:3]2[C:2]=1[N:1]=[C:14]([OH:15])[N:13]=[C:4]2[OH:5].